From a dataset of Reaction yield outcomes from USPTO patents with 853,638 reactions. Predict the reaction yield, written as a fraction of the theoretical maximum amount of product (1.0 means a 100% yield; for example, 0.34 means a 34% yield). (1) The reactants are C([O:4][CH:5]1[C:9]([Cl:10])=[C:8]([O:11][CH3:12])[C:7](=[O:13])[N:6]1[C:14]1[CH:18]=[C:17]([C:19]([CH3:22])([CH3:21])[CH3:20])[N:16]([CH3:23])[N:15]=1)(=O)C.Cl. The catalyst is O1CCOCC1.C(OCC)(=O)C.O.[Cl-].[Na+].O. The product is [C:19]([C:17]1[N:16]([CH3:23])[N:15]=[C:14]([N:6]2[C:7](=[O:13])[C:8]([O:11][CH3:12])=[C:9]([Cl:10])[CH:5]2[OH:4])[CH:18]=1)([CH3:22])([CH3:20])[CH3:21]. The yield is 0.720. (2) The reactants are [F:1][C:2]1[CH:23]=[C:22]([N+:24]([O-])=O)[CH:21]=[CH:20][C:3]=1[O:4][C:5]1[CH:6]=[C:7]2[C:11](=[CH:12][C:13]=1[C:14]1[CH:19]=[CH:18][N:17]=[CH:16][CH:15]=1)[NH:10][N:9]=[CH:8]2.O.O.Cl[Sn]Cl.C([O-])(O)=O.[Na+].CCOC(C)=O. The catalyst is CCOC(C)=O.CCO. The product is [F:1][C:2]1[CH:23]=[C:22]([CH:21]=[CH:20][C:3]=1[O:4][C:5]1[CH:6]=[C:7]2[C:11](=[CH:12][C:13]=1[C:14]1[CH:19]=[CH:18][N:17]=[CH:16][CH:15]=1)[NH:10][N:9]=[CH:8]2)[NH2:24]. The yield is 0.610. (3) The reactants are [CH2:1]([O:8][C:9](=[O:32])[CH2:10][C@@H:11](NC(OC(C)(C)C)=O)[C:12]([NH:14][C@H:15]([C:20](=[O:23])[NH:21][CH3:22])[C:16]([CH3:19])([CH3:18])[CH3:17])=[O:13])[C:2]1[CH:7]=[CH:6][CH:5]=[CH:4][CH:3]=1.C(OC(=O)C[C@@H]([C:47]1[CH:51]=[CH:50][N:49]([C:52]2[CH:57]=[CH:56][C:55]([F:58])=[CH:54][CH:53]=2)[CH:48]=1)C(O)=O)C1C=CC=CC=1.CNC(=O)[C@H](C(C)(C)C)N.CN(C(ON1N=NC2C=CC=CC1=2)=[N+](C)C)C.[B-](F)(F)(F)F. The catalyst is CO.C(Cl)Cl. The product is [CH2:1]([O:8][C:9](=[O:32])[CH2:10][C@@H:11]([C:47]1[CH:51]=[CH:50][N:49]([C:52]2[CH:57]=[CH:56][C:55]([F:58])=[CH:54][CH:53]=2)[CH:48]=1)[C:12]([NH:14][C@H:15]([C:20](=[O:23])[NH:21][CH3:22])[C:16]([CH3:17])([CH3:18])[CH3:19])=[O:13])[C:2]1[CH:3]=[CH:4][CH:5]=[CH:6][CH:7]=1. The yield is 0.820. (4) The reactants are [CH2:1]([Li])[CH2:2][CH2:3][CH3:4].C(NC(C)C)(C)C.[CH2:13]=[C:14]1[CH2:17][CH:16]([C:18]#[N:19])[CH2:15]1.C1(CBr)CC1. The catalyst is C1COCC1. The product is [CH:3]1([CH2:4][C:16]2([C:18]#[N:19])[CH2:17][C:14](=[CH2:13])[CH2:15]2)[CH2:1][CH2:2]1. The yield is 0.280. (5) The reactants are [Cl:1][CH2:2][CH2:3][CH2:4][C:5](=O)[CH2:6][CH2:7][CH:8]=[CH2:9].[C:11]([N+:15]#[C-])([CH3:14])([CH3:13])[CH3:12].[C:17]([O-:20])(=O)[CH3:18].[NH4+:21].FC(F)(F)[CH2:24][OH:25]. No catalyst specified. The product is [C:17]([NH:21][C:5]([CH2:4][CH2:3][CH2:2][Cl:1])([CH2:6][CH2:7][CH:8]=[CH2:9])[C:24]([NH:15][C:11]([CH3:14])([CH3:13])[CH3:12])=[O:25])(=[O:20])[CH3:18]. The yield is 0.940. (6) The reactants are C1(P(C2C=CC=CC=2)C2C=CC=CC=2)C=CC=CC=1.[OH:20][C:21]1[C:22]([CH2:34][CH:35]=[C:36]([CH3:39])[CH2:37]O)=[C:23]([O:32][CH3:33])[C:24]([CH3:31])=[C:25]2[C:29]=1[C:28](=[O:30])[O:27][CH2:26]2.C(Br)(Br)(Br)[Br:41]. The catalyst is ClCCl. The product is [Br:41][CH2:37][C:36]([CH3:39])=[CH:35][CH2:34][C:22]1[C:21]([OH:20])=[C:29]2[C:25]([CH2:26][O:27][C:28]2=[O:30])=[C:24]([CH3:31])[C:23]=1[O:32][CH3:33]. The yield is 0.420. (7) The reactants are [NH2:1][C@@H:2]([CH2:10][CH2:11][CH2:12][NH:13][C:14]([NH:16][S:17]([C:20]1[C:21]([CH3:34])=[C:22]2[C:27](=[C:28]([CH3:31])[C:29]=1[CH3:30])[O:26][C:25]([CH3:33])([CH3:32])[CH2:24][CH2:23]2)(=[O:19])=[O:18])=[NH:15])[C:3]([O:5][C:6]([CH3:9])([CH3:8])[CH3:7])=[O:4].[F:35][C:36]1[CH:41]=[CH:40][C:39]([CH:42]([C:53]2[CH:58]=[CH:57][C:56]([F:59])=[CH:55][CH:54]=2)[N:43]2[CH:48]=[CH:47][CH:46]=[C:45]([C:49](O)=[O:50])[C:44]2=[O:52])=[CH:38][CH:37]=1.CN(C(ON1N=NC2C=CC=CC1=2)=[N+](C)C)C.F[P-](F)(F)(F)(F)F.CCN(C(C)C)C(C)C. The catalyst is CN(C=O)C.O. The product is [F:35][C:36]1[CH:41]=[CH:40][C:39]([CH:42]([C:53]2[CH:54]=[CH:55][C:56]([F:59])=[CH:57][CH:58]=2)[N:43]2[CH:48]=[CH:47][CH:46]=[C:45]([C:49]([NH:1][C@@H:2]([CH2:10][CH2:11][CH2:12][NH:13][C:14]([NH:16][S:17]([C:20]3[C:21]([CH3:34])=[C:22]4[C:27](=[C:28]([CH3:31])[C:29]=3[CH3:30])[O:26][C:25]([CH3:33])([CH3:32])[CH2:24][CH2:23]4)(=[O:18])=[O:19])=[NH:15])[C:3]([O:5][C:6]([CH3:7])([CH3:8])[CH3:9])=[O:4])=[O:50])[C:44]2=[O:52])=[CH:38][CH:37]=1. The yield is 0.600. (8) The reactants are [C:1]([C:3]([CH3:27])([CH3:26])[C:4]1[CH:9]=[CH:8][C:7]([NH:10][C:11](=[O:25])[C:12]2[CH:17]=[C:16]([O:18][CH3:19])[C:15]([O:20][CH3:21])=[CH:14][C:13]=2[N+:22]([O-])=O)=[CH:6][CH:5]=1)#[N:2]. The catalyst is CO.[Pd]. The product is [NH2:22][C:13]1[CH:14]=[C:15]([O:20][CH3:21])[C:16]([O:18][CH3:19])=[CH:17][C:12]=1[C:11]([NH:10][C:7]1[CH:8]=[CH:9][C:4]([C:3]([C:1]#[N:2])([CH3:27])[CH3:26])=[CH:5][CH:6]=1)=[O:25]. The yield is 1.00.